From a dataset of NCI-60 drug combinations with 297,098 pairs across 59 cell lines. Regression. Given two drug SMILES strings and cell line genomic features, predict the synergy score measuring deviation from expected non-interaction effect. (1) Drug 1: CC1=C(C=C(C=C1)NC2=NC=CC(=N2)N(C)C3=CC4=NN(C(=C4C=C3)C)C)S(=O)(=O)N.Cl. Drug 2: CC(C)(C#N)C1=CC(=CC(=C1)CN2C=NC=N2)C(C)(C)C#N. Cell line: BT-549. Synergy scores: CSS=3.02, Synergy_ZIP=1.16, Synergy_Bliss=4.19, Synergy_Loewe=3.33, Synergy_HSA=1.60. (2) Drug 1: C1=NC2=C(N=C(N=C2N1C3C(C(C(O3)CO)O)F)Cl)N. Drug 2: C1CCC(C(C1)N)N.C(=O)(C(=O)[O-])[O-].[Pt+4]. Cell line: NCI-H522. Synergy scores: CSS=28.6, Synergy_ZIP=-3.98, Synergy_Bliss=3.69, Synergy_Loewe=3.79, Synergy_HSA=5.27.